From a dataset of Forward reaction prediction with 1.9M reactions from USPTO patents (1976-2016). Predict the product of the given reaction. (1) The product is: [I:20][C:17]1[CH:16]=[C:3]2[C:2](=[CH:19][CH:18]=1)[N:6]([C:7]1[CH:8]=[C:9]([CH:13]=[CH:14][CH:15]=1)[C:10]([OH:12])=[O:11])[N:5]=[CH:4]2. Given the reactants F[C:2]1[CH:19]=[CH:18][C:17]([I:20])=[CH:16][C:3]=1[CH:4]=[N:5][NH:6][C:7]1[CH:8]=[C:9]([CH:13]=[CH:14][CH:15]=1)[C:10]([OH:12])=[O:11].[K].[O-]CCCC.Cl, predict the reaction product. (2) Given the reactants [Br:1][C:2]1[CH:7]=[CH:6][C:5]([CH3:8])=[C:4]([N+:9]([O-])=O)[CH:3]=1.[CH:12]([Mg]Br)=[CH2:13], predict the reaction product. The product is: [Br:1][C:2]1[CH:7]=[CH:6][C:5]([CH3:8])=[C:4]2[C:3]=1[CH:12]=[CH:13][NH:9]2. (3) Given the reactants [Cl:1][C:2]1[C:10]2[N:9]=[C:8]([C:11]([F:14])([F:13])[F:12])[NH:7][C:6]=2[CH:5]=[CH:4][C:3]=1[C:15]#[N:16].Cl.Cl[CH2:19][C:20]1[N:21]=[CH:22][S:23][CH:24]=1, predict the reaction product. The product is: [Cl:1][C:2]1[C:10]2[N:9]=[C:8]([C:11]([F:12])([F:13])[F:14])[N:7]([CH2:19][C:20]3[N:21]=[CH:22][S:23][CH:24]=3)[C:6]=2[CH:5]=[CH:4][C:3]=1[C:15]#[N:16]. (4) Given the reactants [CH2:1]([O:3][C:4](=[O:29])[CH2:5][N:6]1[C:14]2[C:9](=[CH:10][C:11]([Cl:15])=[CH:12][CH:13]=2)[C:8]([C:18]2[C:19](O)=[CH:20][C:21]3[O:25][CH2:24][CH2:23][C:22]=3[CH:26]=2)([CH2:16][OH:17])[C:7]1=[O:28])[CH3:2].ClC1C=CC(Cl)=C2C=1C(C1C(O)=CC3OCOC=3C=1)(CO)C(=O)N2CCCCC, predict the reaction product. The product is: [CH2:1]([O:3][C:4](=[O:29])[CH2:5][N:6]1[C:14]2[C:9](=[CH:10][C:11]([Cl:15])=[CH:12][CH:13]=2)[C:8]2([CH2:16][O:17][C:19]3[CH:20]=[C:21]4[C:22](=[CH:26][C:18]2=3)[CH2:23][CH2:24][O:25]4)[C:7]1=[O:28])[CH3:2]. (5) Given the reactants [Cl:1][C:2]1[C:9]([CH3:10])=[C:8]([C:11]2[C@@H:12]([O:20][CH3:21])[C@@H:13]3[C@@H:18](O)[CH2:17][CH2:16][N:14]3[N:15]=2)[CH:7]=[CH:6][C:3]=1[C:4]#[N:5].CCN(S(F)(F)[F:28])CC, predict the reaction product. The product is: [Cl:1][C:2]1[C:9]([CH3:10])=[C:8]([C:11]2[C@@H:12]([O:20][CH3:21])[C@@H:13]3[C@H:18]([F:28])[CH2:17][CH2:16][N:14]3[N:15]=2)[CH:7]=[CH:6][C:3]=1[C:4]#[N:5]. (6) Given the reactants [CH2:1]=[CH:2][CH2:3][CH2:4][CH2:5][CH2:6][CH2:7]SN1C(=O)C=CC1=O, predict the reaction product. The product is: [C:4]1([C:3]([C:2]2[CH:1]=[CH:4][CH:5]=[CH:6][CH:7]=2)=[CH2:3])[CH:5]=[CH:6][CH:7]=[CH:1][CH:2]=1. (7) The product is: [CH3:3][O:4][C:5]([C:7]1[C:12]([N:13]2[C:17]([CH3:18])=[CH:16][CH:15]=[C:14]2[CH3:19])=[CH:11][C:10]([C:20]([F:23])([F:22])[F:21])=[C:9]([C:29]([F:32])([F:31])[F:30])[N:8]=1)=[O:6]. Given the reactants [F-].[K+].[CH3:3][O:4][C:5]([C:7]1[C:12]([N:13]2[C:17]([CH3:18])=[CH:16][CH:15]=[C:14]2[CH3:19])=[CH:11][C:10]([C:20]([F:23])([F:22])[F:21])=[C:9](Br)[N:8]=1)=[O:6].[Si]([C:29]([F:32])([F:31])[F:30])(C)(C)C.N, predict the reaction product. (8) Given the reactants [Cl:1][C:2]1[N:7]=[C:6]2[NH:8][CH:9]=[CH:10][C:5]2=[CH:4][CH:3]=1.[H-].[Na+].[CH:13]([Si:16](Cl)([CH:20]([CH3:22])[CH3:21])[CH:17]([CH3:19])[CH3:18])([CH3:15])[CH3:14], predict the reaction product. The product is: [Cl:1][C:2]1[N:7]=[C:6]2[N:8]([Si:16]([CH:20]([CH3:22])[CH3:21])([CH:17]([CH3:19])[CH3:18])[CH:13]([CH3:15])[CH3:14])[CH:9]=[CH:10][C:5]2=[CH:4][CH:3]=1. (9) Given the reactants CC([Si](C1C=CC=CC=1)(C1C=CC=CC=1)[O:6][CH2:7][C@H:8]([C:10]1[N:11]([CH3:29])[C:12](=[O:28])[C:13]2[C:18]([C:19]=1[C:20]1[CH:25]=[CH:24][C:23]([CH3:26])=[C:22]([CH3:27])[CH:21]=1)=[CH:17][CH:16]=[CH:15][CH:14]=2)[OH:9])(C)C.[CH3:42][C:43](=[CH2:45])[CH3:44].CCCC[N+](CCCC)(CCCC)CCCC.[F-].O1CCCC1, predict the reaction product. The product is: [C:43]([O:9][C@@H:8]([C:10]1[N:11]([CH3:29])[C:12](=[O:28])[C:13]2[C:18]([C:19]=1[C:20]1[CH:25]=[CH:24][C:23]([CH3:26])=[C:22]([CH3:27])[CH:21]=1)=[CH:17][CH:16]=[CH:15][CH:14]=2)[CH2:7][OH:6])([CH3:45])([CH3:44])[CH3:42].